Predict the reaction yield, written as a fraction of the theoretical maximum amount of product (1.0 means a 100% yield; for example, 0.34 means a 34% yield). From a dataset of Reaction yield outcomes from USPTO patents with 853,638 reactions. (1) The reactants are [Br:1][C:2]1[CH:7]=[CH:6][C:5]([CH2:8][CH2:9]O)=[C:4]([CH2:11][CH3:12])[CH:3]=1.C[CH2:14][N:15](CC)CC. The yield is 0.990. The catalyst is C(Cl)Cl. The product is [Br:1][C:2]1[CH:7]=[CH:6][C:5]([CH2:8][CH2:9][NH:15][CH3:14])=[C:4]([CH2:11][CH3:12])[CH:3]=1. (2) The reactants are [CH2:1]([O:3][C:4]([C@@H:6]1[C@@H:8]([C:9](=[O:24])[NH:10][C@@H:11]([CH2:18][C:19]2[N:20]=[CH:21][S:22][CH:23]=2)[C:12](=[O:17])[NH:13][CH2:14][C:15]#[CH:16])[O:7]1)=[O:5])[CH3:2].[N:25]([C:28]1[CH:33]=[CH:32][C:31]([S:34]([NH2:37])(=[O:36])=[O:35])=[CH:30][CH:29]=1)=[N+:26]=[N-:27].CCCC[Sn](OC(C)=O)(CCCC)CCCC. The catalyst is CC(O)(C)C.CCO.O.[O-]S([O-])(=O)=O.[Cu+2]. The product is [CH2:1]([O:3][C:4]([C@@H:6]1[C@@H:8]([C:9](=[O:24])[NH:10][C@@H:11]([CH2:18][C:19]2[N:20]=[CH:21][S:22][CH:23]=2)[C:12](=[O:17])[NH:13][CH2:14][C:15]2[N:27]=[N:26][N:25]([C:28]3[CH:29]=[CH:30][C:31]([S:34](=[O:36])(=[O:35])[NH2:37])=[CH:32][CH:33]=3)[CH:16]=2)[O:7]1)=[O:5])[CH3:2]. The yield is 0.698. (3) The reactants are [CH3:1][O:2][C:3]1[CH:4]=[C:5]2[C:10](=[CH:11][CH:12]=1)[N:9]=[CH:8][CH:7]=[C:6]2[C@@H:13]1[CH2:15][O:14]1.[C:16]([O:20][C:21]([N:23]1[CH2:28][CH2:27][NH:26][CH2:25][CH2:24]1)=[O:22])([CH3:19])([CH3:18])[CH3:17].Cl([O-])(=O)(=O)=O.[Li+]. The catalyst is C(#N)C. The product is [C:16]([O:20][C:21]([N:23]1[CH2:28][CH2:27][N:26]([CH2:15][C@H:13]([OH:14])[C:6]2[C:5]3[C:10](=[CH:11][CH:12]=[C:3]([O:2][CH3:1])[CH:4]=3)[N:9]=[CH:8][CH:7]=2)[CH2:25][CH2:24]1)=[O:22])([CH3:19])([CH3:17])[CH3:18]. The yield is 0.920. (4) The reactants are [F:1][C:2]1[CH:7]=[C:6]([CH3:8])[CH:5]=[CH:4][C:3]=1[NH2:9].C1(P(C2C=CC=CC=2)C2(P(C3C=CC=CC=3)C3C=CC=CC=3)CC=C3C(C=CC=C3)=C2C2C3C(=CC=CC=3)C=CC=2)C=CC=CC=1.C(=O)([O-])[O-].[Cs+].[Cs+].[CH2:62]([O:64][C:65]([C:67]1[C:72](Cl)=[C:71]([CH3:74])[C:70](=[O:75])[N:69]([CH3:76])[C:68]=1[CH3:77])=[O:66])[CH3:63]. The catalyst is C1(C)C=CC=CC=1.CCOC(C)=O.C([O-])(=O)C.[Pd+2].C([O-])(=O)C. The product is [CH2:62]([O:64][C:65]([C:67]1[C:72]([NH:9][C:3]2[CH:4]=[CH:5][C:6]([CH3:8])=[CH:7][C:2]=2[F:1])=[C:71]([CH3:74])[C:70](=[O:75])[N:69]([CH3:76])[C:68]=1[CH3:77])=[O:66])[CH3:63]. The yield is 0.710. (5) The reactants are Cl[C:2](Cl)([O:4]C(=O)OC(Cl)(Cl)Cl)Cl.[Cl:13][C:14]1[N:19]=[C:18]([S:20][CH2:21][C:22]2[CH:27]=[CH:26][CH:25]=[CH:24][CH:23]=2)[N:17]=[C:16]([NH2:28])[C:15]=1[NH2:29].C(N(CC)CC)C. The catalyst is C(Cl)Cl. The yield is 0.480. The product is [Cl:13][C:14]1[N:19]=[C:18]([S:20][CH2:21][C:22]2[CH:27]=[CH:26][CH:25]=[CH:24][CH:23]=2)[N:17]=[C:16]2[C:15]=1[NH:29][C:2](=[O:4])[NH:28]2. (6) The reactants are [Cl:1][C:2]1[CH:7]=[CH:6][C:5]([C:8]2[CH:9]=[N:10][CH:11]=[C:12]3[C:17]=2[N:16]=[C:15]([C:18]([OH:20])=O)[CH:14]=[CH:13]3)=[CH:4][CH:3]=1.C(N(CC)C(C)C)(C)C.F[P-](F)(F)(F)(F)F.N1(OC(N(C)C)=[N+](C)C)C2N=CC=CC=2N=N1.[F:54][C:55]([F:60])([F:59])[CH2:56][CH2:57][NH2:58]. The catalyst is CN(C)C=O. The product is [Cl:1][C:2]1[CH:3]=[CH:4][C:5]([C:8]2[CH:9]=[N:10][CH:11]=[C:12]3[C:17]=2[N:16]=[C:15]([C:18]([NH:58][CH2:57][CH2:56][C:55]([F:60])([F:59])[F:54])=[O:20])[CH:14]=[CH:13]3)=[CH:6][CH:7]=1. The yield is 0.0400. (7) The reactants are [C:1]1([C:11](=[O:13])[CH3:12])[C:10]2[C:5](=[CH:6][CH:7]=[CH:8][CH:9]=2)[CH:4]=[CH:3][CH:2]=1.[Br:14]Br. The catalyst is O1CCOCC1. The product is [Br:14][CH2:12][C:11]([C:1]1[C:10]2[C:5](=[CH:6][CH:7]=[CH:8][CH:9]=2)[CH:4]=[CH:3][CH:2]=1)=[O:13]. The yield is 0.930. (8) The reactants are [CH2:1]([O:8][C@H:9]1[C@H:16]([O:17][CH2:18][C:19]2[CH:24]=[CH:23][CH:22]=[CH:21][CH:20]=2)[C@@H:15]([CH2:25][O:26][CH2:27][C:28]2[CH:33]=[CH:32][C:31]([Cl:34])=[CH:30][CH:29]=2)[O:14][C@@H:11]([O:12][CH3:13])[C@@H:10]1[OH:35])[C:2]1[CH:7]=[CH:6][CH:5]=[CH:4][CH:3]=1.N1C(C)=CC=CC=1C.[Si:44](OS(C(F)(F)F)(=O)=O)([C:47]([CH3:50])([CH3:49])[CH3:48])([CH3:46])[CH3:45]. The catalyst is C(Cl)Cl. The product is [CH2:1]([O:8][C@H:9]1[C@H:16]([O:17][CH2:18][C:19]2[CH:24]=[CH:23][CH:22]=[CH:21][CH:20]=2)[C@@H:15]([CH2:25][O:26][CH2:27][C:28]2[CH:29]=[CH:30][C:31]([Cl:34])=[CH:32][CH:33]=2)[O:14][C@@H:11]([O:12][CH3:13])[C@@H:10]1[O:35][Si:44]([C:47]([CH3:50])([CH3:49])[CH3:48])([CH3:46])[CH3:45])[C:2]1[CH:7]=[CH:6][CH:5]=[CH:4][CH:3]=1. The yield is 0.890. (9) The reactants are Cl[C:2]1[CH:7]=[CH:6][C:5]([N+:8]([O-:10])=[O:9])=[CH:4][CH:3]=1.[OH:11][N:12]=[C:13]([O:15][CH2:16][CH3:17])[CH3:14].[OH-].[Na+].O. The catalyst is CN(C=O)C. The product is [N+:8]([C:5]1[CH:6]=[CH:7][C:2]([O:11][N:12]=[C:13]([O:15][CH2:16][CH3:17])[CH3:14])=[CH:3][CH:4]=1)([O-:10])=[O:9]. The yield is 0.985. (10) The reactants are N(C(C)C)C(C)C.[Li]CCCC.CC(C)=O.C(=O)=O.[CH2:20]([N:24]1[C:32]2[C:27](=[CH:28][CH:29]=[C:30]([O:33][CH3:34])[CH:31]=2)[C:26]([C:35]#[N:36])=[CH:25]1)[CH2:21][CH2:22][CH3:23].B(OC)(OC)OC.I[C:45]1[CH:51]=[CH:50][C:48]([NH2:49])=[CH:47][CH:46]=1. The catalyst is C1COCC1.CN(C=O)C. The product is [NH2:49][C:48]1[CH:50]=[CH:51][C:45]([C:25]2[N:24]([CH2:20][CH2:21][CH2:22][CH3:23])[C:32]3[C:27]([C:26]=2[C:35]#[N:36])=[CH:28][CH:29]=[C:30]([O:33][CH3:34])[CH:31]=3)=[CH:46][CH:47]=1. The yield is 0.860.